Dataset: Forward reaction prediction with 1.9M reactions from USPTO patents (1976-2016). Task: Predict the product of the given reaction. (1) Given the reactants [C:1]([NH:11][CH2:12][CH2:13][C:14]([OH:16])=O)([O:3][CH2:4][C:5]1[CH:10]=[CH:9][CH:8]=[CH:7][CH:6]=1)=[O:2].ON1[C:22](=[O:23])[CH2:21]CC1=O.C1CCC([N:31]=C=NC2CCCCC2)CC1, predict the reaction product. The product is: [C:1]([NH:11][CH2:12][CH2:13][C:14]([CH:22]([CH2:21][NH2:31])[OH:23])=[O:16])([O:3][CH2:4][C:5]1[CH:6]=[CH:7][CH:8]=[CH:9][CH:10]=1)=[O:2]. (2) Given the reactants [F:1][C:2]([F:34])([F:33])[C@H:3]1[CH2:8][CH2:7][C@H:6]([NH:9][C:10](=[O:32])[C:11]2[CH:16]=[C:15]([N+:17]([O-])=O)[C:14]([NH:20][CH3:21])=[N:13][C:12]=2[N:22]2[CH2:27][CH2:26][CH:25]([C:28]([F:31])([F:30])[F:29])[CH2:24][CH2:23]2)[CH2:5][CH2:4]1, predict the reaction product. The product is: [F:34][C:2]([F:1])([F:33])[C@H:3]1[CH2:8][CH2:7][C@H:6]([NH:9][C:10](=[O:32])[C:11]2[CH:16]=[C:15]([NH2:17])[C:14]([NH:20][CH3:21])=[N:13][C:12]=2[N:22]2[CH2:23][CH2:24][CH:25]([C:28]([F:30])([F:31])[F:29])[CH2:26][CH2:27]2)[CH2:5][CH2:4]1.